Dataset: Forward reaction prediction with 1.9M reactions from USPTO patents (1976-2016). Task: Predict the product of the given reaction. Given the reactants [N:1]1([C:10]([O:12][CH2:13][C:14]2[CH:19]=[CH:18][CH:17]=[CH:16][CH:15]=2)=[O:11])[CH2:9][C@H:7]([OH:8])[CH2:6][C@H:2]1[C:3]([OH:5])=[O:4].C1CCN2C(=NCCC2)CC1.[Si:31](Cl)([C:34]([CH3:37])([CH3:36])[CH3:35])([CH3:33])[CH3:32], predict the reaction product. The product is: [CH2:13]([O:12][C:10]([N:1]1[CH2:9][CH:7]([O:8][Si:31]([C:34]([CH3:37])([CH3:36])[CH3:35])([CH3:33])[CH3:32])[CH2:6][CH:2]1[C:3]([OH:5])=[O:4])=[O:11])[C:14]1[CH:19]=[CH:18][CH:17]=[CH:16][CH:15]=1.